From a dataset of Peptide-MHC class I binding affinity with 185,985 pairs from IEDB/IMGT. Regression. Given a peptide amino acid sequence and an MHC pseudo amino acid sequence, predict their binding affinity value. This is MHC class I binding data. (1) The peptide sequence is QSYVDRFYK. The MHC is Mamu-B8301 with pseudo-sequence Mamu-B8301. The binding affinity (normalized) is 1.00. (2) The peptide sequence is IVRDSMWYI. The binding affinity (normalized) is 0.724. The MHC is HLA-A30:01 with pseudo-sequence HLA-A30:01. (3) The binding affinity (normalized) is 0.881. The MHC is HLA-A02:01 with pseudo-sequence HLA-A02:01. The peptide sequence is LQMEDKAWLV. (4) The peptide sequence is SEVAVLYQDV. The MHC is HLA-B40:02 with pseudo-sequence HLA-B40:02. The binding affinity (normalized) is 0.547.